From a dataset of Full USPTO retrosynthesis dataset with 1.9M reactions from patents (1976-2016). Predict the reactants needed to synthesize the given product. (1) Given the product [CH3:11][O:12][C:13]1[CH:14]=[C:15]([CH2:30][C:31]([N:33]2[CH2:37][CH2:36][CH2:35][CH:34]2[CH2:38][NH:47][C@@H:48]2[CH2:53][CH2:52][C@H:51]([C:54]([O:56][CH2:57][C:58]3[CH:59]=[CH:60][CH:61]=[CH:62][CH:63]=3)=[O:55])[CH2:50][CH2:49]2)=[O:32])[CH:16]=[CH:17][C:18]=1[NH:19][C:20]([NH:22][C:23]1[CH:28]=[CH:27][CH:26]=[CH:25][C:24]=1[CH3:29])=[O:21], predict the reactants needed to synthesize it. The reactants are: C(Cl)(=O)C(Cl)=O.CS(C)=O.[CH3:11][O:12][C:13]1[CH:14]=[C:15]([CH2:30][C:31]([N:33]2[CH2:37][CH2:36][CH2:35][CH:34]2[CH2:38]O)=[O:32])[CH:16]=[CH:17][C:18]=1[NH:19][C:20]([NH:22][C:23]1[CH:28]=[CH:27][CH:26]=[CH:25][C:24]=1[CH3:29])=[O:21].C(N(CC)CC)C.[NH2:47][C@@H:48]1[CH2:53][CH2:52][C@H:51]([C:54]([O:56][CH2:57][C:58]2[CH:63]=[CH:62][CH:61]=[CH:60][CH:59]=2)=[O:55])[CH2:50][CH2:49]1.[BH-](OC(C)=O)(OC(C)=O)OC(C)=O.[Na+]. (2) Given the product [N:11]1[C:12]2[C:17](=[CH:16][CH:15]=[CH:14][CH:13]=2)[CH:18]=[C:9]([N:6]2[C:7]3[N:8]=[CH:21][NH:1][C:2]=3[C:3](=[O:20])[NH:4][C:5]2=[S:19])[CH:10]=1, predict the reactants needed to synthesize it. The reactants are: [NH2:1][C:2]1[C:3](=[O:20])[NH:4][C:5](=[S:19])[N:6]([C:9]2[CH:10]=[N:11][C:12]3[C:17]([CH:18]=2)=[CH:16][CH:15]=[CH:14][CH:13]=3)[C:7]=1[NH2:8].[CH:21](O)=O. (3) The reactants are: [CH2:1]([C:3]1[C:7]([C:8](OC)=[O:9])=[CH:6][N:5]([C:12]2[CH:17]=[CH:16][CH:15]=[C:14]([O:18][CH3:19])[CH:13]=2)[N:4]=1)[CH3:2].[H-].[Al+3].[Li+].[H-].[H-].[H-]. Given the product [CH2:1]([C:3]1[C:7]([CH:8]=[O:9])=[CH:6][N:5]([C:12]2[CH:17]=[CH:16][CH:15]=[C:14]([O:18][CH3:19])[CH:13]=2)[N:4]=1)[CH3:2], predict the reactants needed to synthesize it.